From a dataset of Forward reaction prediction with 1.9M reactions from USPTO patents (1976-2016). Predict the product of the given reaction. (1) Given the reactants [OH:1][CH:2]1[CH:7]([C:8]2[CH:13]=[CH:12][C:11]([O:14][CH2:15][CH2:16][CH2:17][O:18][CH2:19][C:20]3[CH:25]=[CH:24][CH:23]=[CH:22][C:21]=3[O:26][CH3:27])=[CH:10][CH:9]=2)[CH2:6][CH2:5][N:4]([C:28]([O:30][C:31]([CH3:34])([CH3:33])[CH3:32])=[O:29])[CH2:3]1.Br[CH2:36][C:37]1[CH:45]=[C:44]2[C:40]([C:41]([CH3:53])([CH3:52])[C:42](=[O:51])[N:43]2[CH2:46][CH2:47][CH2:48][O:49][CH3:50])=[CH:39][CH:38]=1, predict the reaction product. The product is: [CH3:27][O:26][C:21]1[CH:22]=[CH:23][CH:24]=[CH:25][C:20]=1[CH2:19][O:18][CH2:17][CH2:16][CH2:15][O:14][C:11]1[CH:12]=[CH:13][C:8]([CH:7]2[CH2:6][CH2:5][N:4]([C:28]([O:30][C:31]([CH3:34])([CH3:33])[CH3:32])=[O:29])[CH2:3][CH:2]2[O:1][CH2:36][C:37]2[CH:45]=[C:44]3[C:40]([C:41]([CH3:53])([CH3:52])[C:42](=[O:51])[N:43]3[CH2:46][CH2:47][CH2:48][O:49][CH3:50])=[CH:39][CH:38]=2)=[CH:9][CH:10]=1. (2) Given the reactants F[C:2]1[CH:9]=[CH:8][CH:7]=[CH:6][C:3]=1[C:4]#[N:5].O.[NH2:11][NH2:12], predict the reaction product. The product is: [NH2:5][C:4]1[C:3]2[CH:6]=[CH:7][CH:8]=[CH:9][C:2]=2[NH:12][N:11]=1. (3) Given the reactants F[C:2]1[C:7]([F:8])=[CH:6][C:5]([C:9]2[O:10][C:11]([C:14]3[C:15]([C:20]4[CH:25]=[CH:24][CH:23]=[CH:22][CH:21]=4)=[N:16][O:17][C:18]=3[CH3:19])=[N:12][N:13]=2)=[C:4]([O:26][CH3:27])[CH:3]=1.[CH3:28][N:29]([CH3:33])[CH2:30][CH2:31][NH2:32], predict the reaction product. The product is: [F:8][C:7]1[CH:6]=[C:5]([C:9]2[O:10][C:11]([C:14]3[C:15]([C:20]4[CH:21]=[CH:22][CH:23]=[CH:24][CH:25]=4)=[N:16][O:17][C:18]=3[CH3:19])=[N:12][N:13]=2)[C:4]([O:26][CH3:27])=[CH:3][C:2]=1[NH:32][CH2:31][CH2:30][N:29]([CH3:33])[CH3:28]. (4) Given the reactants [Br:1][C:2]1[CH:10]=[CH:9][C:8]([Cl:11])=[CH:7][C:3]=1[C:4](O)=[O:5].Cl, predict the reaction product. The product is: [Br:1][C:2]1[CH:10]=[CH:9][C:8]([Cl:11])=[CH:7][C:3]=1[CH2:4][OH:5]. (5) Given the reactants [CH3:1][CH:2]([CH3:5])[CH2:3][NH2:4].[Cl:6][C:7]1[CH:12]=[CH:11][CH:10]=[CH:9][C:8]=1[CH2:13][N:14]1[C:19](=[O:20])[C:18]([C:21]([NH:23][CH2:24][C:25]([O:27]CC)=[O:26])=[O:22])=[C:17]([OH:30])[C:16]([C:31](OC)=[O:32])=[C:15]1[OH:35], predict the reaction product. The product is: [Cl:6][C:7]1[CH:12]=[CH:11][CH:10]=[CH:9][C:8]=1[CH2:13][N:14]1[C:15]([OH:35])=[C:16]([C:31]([NH:4][CH2:3][CH:2]([CH3:5])[CH3:1])=[O:32])[C:17]([OH:30])=[C:18]([C:21]([NH:23][CH2:24][C:25]([OH:27])=[O:26])=[O:22])[C:19]1=[O:20]. (6) The product is: [Cl:1][C:2]1[CH:23]=[C:22]([Cl:24])[CH:21]=[CH:20][C:3]=1[CH2:4][N:5]1[C:9]([CH2:10][CH2:11][C:12]([NH:33][S:30]([CH2:25][CH2:26][CH2:27][CH2:28][CH3:29])(=[O:32])=[O:31])=[O:14])=[CH:8][C:7]([O:15][CH2:16][CH2:17][O:18][CH3:19])=[N:6]1. Given the reactants [Cl:1][C:2]1[CH:23]=[C:22]([Cl:24])[CH:21]=[CH:20][C:3]=1[CH2:4][N:5]1[C:9]([CH2:10][CH2:11][C:12]([OH:14])=O)=[CH:8][C:7]([O:15][CH2:16][CH2:17][O:18][CH3:19])=[N:6]1.[CH2:25]([S:30]([NH2:33])(=[O:32])=[O:31])[CH2:26][CH2:27][CH2:28][CH3:29].N12CCCN=C1CCCCC2, predict the reaction product.